From a dataset of HIV replication inhibition screening data with 41,000+ compounds from the AIDS Antiviral Screen. Binary Classification. Given a drug SMILES string, predict its activity (active/inactive) in a high-throughput screening assay against a specified biological target. (1) The drug is CC(O)c1nc2c3ccccc3ccc2n1C. The result is 0 (inactive). (2) The compound is CN(C)NC1=NS(=O)(=O)c2cc3c(=O)n(C)[nH]c3cc2S1. The result is 0 (inactive). (3) The drug is COC(=O)C(C(=O)C(=O)Nc1ccc([N+](=O)[O-])cc1)c1nc2cc(C)c(C)cc2nc1O. The result is 0 (inactive). (4) The molecule is O=C(Cc1ccccc1)OC1CN2CCC1CC2. The result is 0 (inactive).